From a dataset of Forward reaction prediction with 1.9M reactions from USPTO patents (1976-2016). Predict the product of the given reaction. (1) The product is: [CH:1]1([C:4]([CH:9]2[CH2:11][CH2:10]2)([OH:8])[CH2:5][CH:6]=[O:21])[CH2:3][CH2:2]1. Given the reactants [CH:1]1([C:4]([CH:9]2[CH2:11][CH2:10]2)([OH:8])[CH2:5][CH:6]=C)[CH2:3][CH2:2]1.N1C(C)=CC=CC=1C.I([O-])(=O)(=O)=[O:21].[Na+].C([O-])(O)=O.[Na+], predict the reaction product. (2) The product is: [Br:25][C:13]1[C:2]([CH3:1])=[CH:3][CH:4]=[C:5]2[NH:11][C:10](=[O:12])[O:9][C:7](=[O:8])[C:6]=12. Given the reactants [CH3:1][C:2]1[CH:13]=[C:6]2[C:7]([O:9][C:10](=[O:12])[NH:11][C:5]2=[CH:4][CH:3]=1)=[O:8].C(O)(=O)C.C(O)(C(F)(F)F)=O.[Br:25]Br, predict the reaction product. (3) The product is: [Cl:1][C:2]1[CH:9]=[CH:8][CH:7]=[C:6]([F:10])[C:3]=1[CH2:4][NH:13][CH2:11][CH3:12]. Given the reactants [Cl:1][C:2]1[CH:9]=[CH:8][CH:7]=[C:6]([F:10])[C:3]=1[CH:4]=O.[CH2:11]([NH2:13])[CH3:12].C1COCC1.C(O)(=O)C.C(O[BH-](OC(=O)C)OC(=O)C)(=O)C.[Na+], predict the reaction product. (4) Given the reactants FC(F)(F)C(O)=O.[NH2:8][C:9]1[CH:33]=[CH:32][C:12]([O:13][C:14]2[CH:19]=[CH:18][N:17]=[C:16]([N:20](CC)[CH2:21][C:22]3C=CC(OC)=CC=3)[CH:15]=2)=[CH:11][C:10]=1[F:34].Cl.O, predict the reaction product. The product is: [NH2:8][C:9]1[CH:33]=[CH:32][C:12]([O:13][C:14]2[CH:19]=[CH:18][N:17]=[C:16]([NH:20][CH2:21][CH3:22])[CH:15]=2)=[CH:11][C:10]=1[F:34]. (5) Given the reactants [Cl:1][C:2]1[CH:10]=[C:9]2[C:5]([CH:6]=[CH:7][NH:8]2)=[CH:4][CH:3]=1.Cl[C:12]([O:14][CH2:15][CH3:16])=[O:13], predict the reaction product. The product is: [CH2:15]([O:14][C:12]([N:8]1[C:9]2[C:5](=[CH:4][CH:3]=[C:2]([Cl:1])[CH:10]=2)[CH:6]=[CH:7]1)=[O:13])[CH3:16]. (6) Given the reactants [N:1]1([C:5]2[CH:6]=[CH:7][C:8]([O:11][C:12]3[CH:17]=[CH:16][CH:15]=[C:14]([CH:18]=[C:19]4[CH2:24][CH2:23][NH:22][CH2:21][CH2:20]4)[CH:13]=3)=[N:9][CH:10]=2)[CH2:4][CH2:3][CH2:2]1.[N:25]1[CH:30]=[CH:29][CH:28]=[C:27]([NH:31][C:32](=O)[O:33]C2C=CC=CC=2)[CH:26]=1.C(N(CC)CC)C, predict the reaction product. The product is: [N:1]1([C:5]2[CH:6]=[CH:7][C:8]([O:11][C:12]3[CH:13]=[C:14]([CH:15]=[CH:16][CH:17]=3)[CH:18]=[C:19]3[CH2:20][CH2:21][N:22]([C:32]([NH:31][C:27]4[CH:26]=[N:25][CH:30]=[CH:29][CH:28]=4)=[O:33])[CH2:23][CH2:24]3)=[N:9][CH:10]=2)[CH2:2][CH2:3][CH2:4]1.